From a dataset of Forward reaction prediction with 1.9M reactions from USPTO patents (1976-2016). Predict the product of the given reaction. (1) Given the reactants [S:1](=[O:5])(=[O:4])([OH:3])[OH:2].[OH-:6].[Na+:7], predict the reaction product. The product is: [S:1](=[O:3])(=[O:2])([OH:5])[OH:4].[OH:6][OH:2].[OH-:2].[Na+:7]. (2) Given the reactants [N:1]1([CH2:6][CH:7]2[CH2:10][C:9]([C:12]3[CH:17]=[CH:16][C:15]([CH2:18][N:19]4[CH2:23][CH2:22][CH2:21][CH2:20]4)=[CH:14][CH:13]=3)(O)[CH2:8]2)[CH2:5][CH2:4][CH2:3][CH2:2]1.CS(O)(=O)=O.CO, predict the reaction product. The product is: [N:1]1([CH2:6][CH:7]2[CH2:8][CH:9]([C:12]3[CH:13]=[CH:14][C:15]([CH2:18][N:19]4[CH2:23][CH2:22][CH2:21][CH2:20]4)=[CH:16][CH:17]=3)[CH2:10]2)[CH2:5][CH2:4][CH2:3][CH2:2]1. (3) Given the reactants [H-].[Na+].[OH:3][CH:4]([CH2:10][C:11]1[CH:16]=[CH:15][C:14]([O:17][CH2:18][C:19]2[CH:24]=[CH:23][CH:22]=[CH:21][CH:20]=2)=[CH:13][CH:12]=1)[C:5]([O:7][CH2:8][CH3:9])=[O:6].[CH2:25](I)[CH3:26], predict the reaction product. The product is: [CH2:25]([O:3][CH:4]([CH2:10][C:11]1[CH:16]=[CH:15][C:14]([O:17][CH2:18][C:19]2[CH:24]=[CH:23][CH:22]=[CH:21][CH:20]=2)=[CH:13][CH:12]=1)[C:5]([O:7][CH2:8][CH3:9])=[O:6])[CH3:26]. (4) Given the reactants [C:1]([C:5]1[CH:12]=[C:11]([N+:13]([O-])=O)[CH:10]=[CH:9][C:6]=1[C:7]#[N:8])([CH3:4])([CH3:3])[CH3:2].[Cl-].[NH4+].O, predict the reaction product. The product is: [NH2:13][C:11]1[CH:10]=[CH:9][C:6]([C:7]#[N:8])=[C:5]([C:1]([CH3:4])([CH3:3])[CH3:2])[CH:12]=1. (5) Given the reactants [NH2:1][C:2]1[CH:7]=[CH:6][C:5]([CH:8]2[CH2:13][C:12](=[O:14])[N:11]([CH3:15])[C:10](=[O:16])[CH2:9]2)=[CH:4][C:3]=1Br.O1CCOCC1.[O-]P([O-])([O-])=O.[K+].[K+].[K+].[CH:32]1(P([CH:32]2[CH2:37][CH2:36][CH2:35][CH2:34][CH2:33]2)C2C=CC=CC=2C2C=CC=CC=2)[CH2:37][CH2:36][CH2:35][CH2:34][CH2:33]1, predict the reaction product. The product is: [NH2:1][C:2]1[CH:7]=[CH:6][C:5]([CH:8]2[CH2:13][C:12](=[O:14])[N:11]([CH3:15])[C:10](=[O:16])[CH2:9]2)=[CH:4][C:3]=1[C:32]1[CH2:37][CH2:36][CH2:35][CH2:34][CH:33]=1. (6) The product is: [C:15]([CH2:14][C:13]1[S:12][C:3]2[CH:4]=[C:5]([S:8]([NH2:11])(=[O:9])=[O:10])[CH:6]=[CH:7][C:2]=2[N:1]=1)#[N:16]. Given the reactants [NH2:1][C:2]1[CH:7]=[CH:6][C:5]([S:8]([NH2:11])(=[O:10])=[O:9])=[CH:4][C:3]=1[SH:12].[C:13](#N)[CH2:14][C:15]#[N:16].Cl, predict the reaction product.